Dataset: Forward reaction prediction with 1.9M reactions from USPTO patents (1976-2016). Task: Predict the product of the given reaction. (1) The product is: [N:41]1([CH2:27][C@H:26]([C@@H:25]2[C@:30]3([CH3:38])[C:22]([C:21]4[CH2:20][CH2:19][C@@H:18]5[C@:34]([C:33]=4[CH2:32][CH2:31]3)([CH3:37])[CH2:35][CH2:36][C@H:16]([OH:15])[C:17]5([CH3:39])[CH3:40])=[CH:23][CH2:24]2)[CH3:29])[CH2:46][CH2:45][S:44][CH2:43][CH2:42]1. Given the reactants C(O[BH-](OC(=O)C)OC(=O)C)(=O)C.[Na+].[OH:15][C@H:16]1[CH2:36][CH2:35][C@@:34]2([CH3:37])[CH:18]([CH2:19][CH2:20][C:21]3[C:22]4[C@:30]([CH3:38])([CH2:31][CH2:32][C:33]=32)[C@@H:25]([C@H:26]([CH3:29])[CH:27]=O)[CH2:24][CH:23]=4)[C:17]1([CH3:40])[CH3:39].[NH:41]1[CH2:46][CH2:45][S:44][CH2:43][CH2:42]1.C(=O)(O)[O-].[Na+], predict the reaction product. (2) Given the reactants [NH2:1][CH2:2][CH2:3][C@@H:4]1[CH2:8][CH2:7][CH2:6][N:5]1[C:9]([C:11]1[CH:31]=[CH:30][C:14]([C:15]([NH:17][C@H:18]([C:20]2[NH:24][C:23]3[CH:25]=[CH:26][C:27]([Cl:29])=[CH:28][C:22]=3[N:21]=2)[CH3:19])=[O:16])=[CH:13][C:12]=1[Cl:32])=[O:10].[C:33](OC(=O)C)(=[O:35])[CH3:34].[Cl-].[Na+].ClCl, predict the reaction product. The product is: [C:33]([NH:1][CH2:2][CH2:3][C@@H:4]1[CH2:8][CH2:7][CH2:6][N:5]1[C:9]([C:11]1[CH:31]=[CH:30][C:14]([C:15]([NH:17][C@H:18]([C:20]2[NH:24][C:23]3[CH:25]=[CH:26][C:27]([Cl:29])=[CH:28][C:22]=3[N:21]=2)[CH3:19])=[O:16])=[CH:13][C:12]=1[Cl:32])=[O:10])(=[O:35])[CH3:34].